This data is from Reaction yield outcomes from USPTO patents with 853,638 reactions. The task is: Predict the reaction yield, written as a fraction of the theoretical maximum amount of product (1.0 means a 100% yield; for example, 0.34 means a 34% yield). (1) The reactants are [CH3:1][C:2]1[N:6]=[CH:5][NH:4][N:3]=1.F[C:8]1[CH:13]=[CH:12][C:11]([N+:14]([O-:16])=[O:15])=[CH:10][C:9]=1[F:17].C(=O)(O)[O-].[Na+].O. The catalyst is CS(C)=O. The product is [F:17][C:9]1[CH:10]=[C:11]([N+:14]([O-:16])=[O:15])[CH:12]=[CH:13][C:8]=1[N:4]1[CH:5]=[N:6][C:2]([CH3:1])=[N:3]1. The yield is 0.170. (2) The reactants are [NH2:1][C:2]1[N:10]=[C:9]2[C:5]([N:6]=[CH:7][N:8]2[C@H:11]2[CH2:15][O:14][C@@H:13]([CH2:16][O:17]C(=O)C3C=CC=CC=3)[O:12]2)=[C:4]([Cl:26])[N:3]=1.CO[Na].CO. The catalyst is CO. The product is [NH2:1][C:2]1[N:10]=[C:9]2[C:5]([N:6]=[CH:7][N:8]2[C@H:11]2[CH2:15][O:14][C@@H:13]([CH2:16][OH:17])[O:12]2)=[C:4]([Cl:26])[N:3]=1. The yield is 0.710. (3) The reactants are [Cl:1][C:2]1[CH:3]=[C:4]([C:9]([F:16])([F:15])[C:10]([O:12]CC)=[O:11])[CH:5]=[CH:6][C:7]=1[CH3:8].O.[OH-].[Li+]. The catalyst is CO.O1CCCC1.O. The product is [Cl:1][C:2]1[CH:3]=[C:4]([C:9]([F:15])([F:16])[C:10]([OH:12])=[O:11])[CH:5]=[CH:6][C:7]=1[CH3:8]. The yield is 0.840. (4) The reactants are [F:1][C:2]1[C:3]2[CH:4]=[C:5]3[C:14]4[N:15]=[C:16]([C:19]5[C:20]([N:40]([CH3:45])[S:41]([CH3:44])(=[O:43])=[O:42])=[CH:21][C:22]6[O:26][C:25]([C:27]7[CH:32]=[CH:31][N:30]=[C:29]([O:33]C)[CH:28]=7)=[C:24]([C:35]([NH:37][CH3:38])=[O:36])[C:23]=6[CH:39]=5)[CH:17]=[CH:18][C:13]=4[O:12][CH2:11][N:6]3[C:7]=2[CH:8]=[CH:9][CH:10]=1.Br.CC(O)=O. The catalyst is CC(O)=O. The product is [F:1][C:2]1[C:3]2[CH:4]=[C:5]3[C:14]4[N:15]=[C:16]([C:19]5[C:20]([N:40]([CH3:45])[S:41]([CH3:44])(=[O:43])=[O:42])=[CH:21][C:22]6[O:26][C:25]([C:27]7[CH:32]=[CH:31][NH:30][C:29](=[O:33])[CH:28]=7)=[C:24]([C:35]([NH:37][CH3:38])=[O:36])[C:23]=6[CH:39]=5)[CH:17]=[CH:18][C:13]=4[O:12][CH2:11][N:6]3[C:7]=2[CH:8]=[CH:9][CH:10]=1. The yield is 0.520.